This data is from CYP2D6 inhibition data for predicting drug metabolism from PubChem BioAssay. The task is: Regression/Classification. Given a drug SMILES string, predict its absorption, distribution, metabolism, or excretion properties. Task type varies by dataset: regression for continuous measurements (e.g., permeability, clearance, half-life) or binary classification for categorical outcomes (e.g., BBB penetration, CYP inhibition). Dataset: cyp2d6_veith. (1) The drug is CN(C)C/C=C(\c1ccc(Br)cc1)c1cccnc1.Cl.Cl.O. The result is 1 (inhibitor). (2) The drug is COCCn1c(=O)c(CCc2ccccc2)nc2cnc(OC)nc21. The result is 0 (non-inhibitor). (3) The compound is COc1ccc(NC(=S)Nc2ccccc2)cc1. The result is 0 (non-inhibitor). (4) The compound is COc1ccc(C(=O)NCc2cccnc2)cc1C(=O)NCc1cccnc1.O. The result is 0 (non-inhibitor). (5) The drug is O=c1c(-c2ccc(F)cc2)nc2cnc(Nc3ccccc3)nc2n1Cc1cccs1. The result is 0 (non-inhibitor). (6) The drug is COCCn1nc2cc(C(=O)NCC34CC5CC(CC(C5)C3)C4)ccc2c1OC. The result is 0 (non-inhibitor). (7) The compound is CCOc1ccc(OCc2ccc(C(=O)N3CCc4ccccc4C3)o2)cc1. The result is 0 (non-inhibitor). (8) The molecule is O=C(NNC(=O)c1cc2cc3ccccc3nc2s1)c1cccc(Cl)c1. The result is 0 (non-inhibitor). (9) The drug is Cn1c(=O)cnc2cnc(OCc3ccccc3)nc21. The result is 0 (non-inhibitor). (10) The drug is O=C(Nc1c(C(=O)N2CCOCC2)cnn1-c1ccccc1)c1ccco1. The result is 0 (non-inhibitor).